This data is from Full USPTO retrosynthesis dataset with 1.9M reactions from patents (1976-2016). The task is: Predict the reactants needed to synthesize the given product. (1) Given the product [OH:1][C:2]1[CH:27]=[CH:26][C:5]2[N:6]([CH:19]([CH2:24][CH3:25])[C:20]([OH:22])=[O:21])[C:7](=[N:9][C:10](=[O:18])[C:11]3[CH:12]=[CH:13][C:14]([CH3:17])=[CH:15][CH:16]=3)[S:8][C:4]=2[CH:3]=1, predict the reactants needed to synthesize it. The reactants are: [OH:1][C:2]1[CH:27]=[CH:26][C:5]2[N:6]([CH:19]([CH2:24][CH3:25])[C:20]([O:22]C)=[O:21])[C:7](=[N:9][C:10](=[O:18])[C:11]3[CH:16]=[CH:15][C:14]([CH3:17])=[CH:13][CH:12]=3)[S:8][C:4]=2[CH:3]=1.O1CCCC1.[OH-].[Na+]. (2) Given the product [ClH:18].[Cl:18][C:19]1[CH:20]=[CH:21][C:22]([F:25])=[C:23]([CH:2]2[CH2:3][C:4]3([CH2:6][CH2:7][NH:8][CH2:9][CH2:10]3)[CH2:5]2)[CH:24]=1, predict the reactants needed to synthesize it. The reactants are: O=[C:2]1[CH2:5][C:4]2([CH2:10][CH2:9][N:8](C(OC(C)(C)C)=O)[CH2:7][CH2:6]2)[CH2:3]1.[Cl:18][C:19]1[CH:24]=[CH:23][C:22]([Mg]Br)([F:25])[CH2:21][CH:20]=1.C([SiH](CC)CC)C.FC(F)(F)C(O)=O. (3) Given the product [C:12]([C:9]1[C:8]([C:14]#[N:15])=[CH:7][CH:6]=[C:5]2[C:10]=1[CH:11]=[C:3]([CH:2]([F:1])[F:16])[N:4]2[CH:18]([CH3:23])[C:19]([O:21][CH3:22])=[O:20])#[N:13], predict the reactants needed to synthesize it. The reactants are: [F:1][CH:2]([F:16])[C:3]1[NH:4][C:5]2[C:10]([CH:11]=1)=[C:9]([C:12]#[N:13])[C:8]([C:14]#[N:15])=[CH:7][CH:6]=2.Br[CH:18]([CH3:23])[C:19]([O:21][CH3:22])=[O:20]. (4) The reactants are: N#N.CC(C)([O-])C.[K+].[CH3:9][O:10][C:11](=[O:27])[CH2:12][N:13]=C(C1C=CC=CC=1)C1C=CC=CC=1.[C:28](Cl)(=[O:32])[CH:29]([CH3:31])[CH3:30].C(=O)(O)[O-].[Na+].[Cl:39][C:40]1[CH:48]=[CH:47][C:43]([C:44](Cl)=[O:45])=[CH:42][CH:41]=1. Given the product [CH3:9][O:10][C:11](=[O:27])[CH:12]([NH:13][C:44](=[O:45])[C:43]1[CH:47]=[CH:48][C:40]([Cl:39])=[CH:41][CH:42]=1)[C:28](=[O:32])[CH:29]([CH3:31])[CH3:30], predict the reactants needed to synthesize it. (5) Given the product [OH:26][CH:10]1[CH2:9][N:8]([C:32]([O:33][C:34]([CH3:35])([CH3:36])[CH3:37])=[O:38])[CH2:25][CH2:24][C:11]21[C:15](=[O:16])[N:14]([C:17]1[CH2:21][O:39][C:19](=[O:22])[C:18]=1[CH3:23])[CH2:13][CH2:12]2, predict the reactants needed to synthesize it. The reactants are: C([N:8]1[CH2:25][CH2:24][C:11]2([C:15](=[O:16])[N:14]([C:17]3[CH2:21]C[C:19](=[O:22])[C:18]=3[CH3:23])[CH2:13][CH2:12]2)[CH:10]([OH:26])[CH2:9]1)C1C=CC=CC=1.C(O[C:32](=[O:38])[O:33][C:34]([CH3:37])([CH3:36])[CH3:35])(C)(C)C.[OH:39]CC1(OC[C@@H](O)[C@@H](O)[C@H]1O)O. (6) The reactants are: [N:1]1[NH:2][N:3]=[C:4]([CH2:6][O:7][C:8]2[CH:9]=[CH:10][C:11]([N:14]3[CH:18]=[N:17][N:16]=[N:15]3)=[N:12][CH:13]=2)[CH:5]=1.C1(P(C2C=CC=CC=2)C2C=CC=CC=2)C=CC=CC=1.[CH3:38][O:39][C:40]([C@H:42]1[CH2:47][C@@H:46](O)[CH2:45][CH2:44][N:43]1[C:49]([O:51][C:52]([CH3:55])([CH3:54])[CH3:53])=[O:50])=[O:41]. Given the product [N:14]1([C:11]2[N:12]=[CH:13][C:8]([O:7][CH2:6][C:4]3[CH:5]=[N:1][N:2]([C@@H:46]4[CH2:45][CH2:44][N:43]([C:49]([O:51][C:52]([CH3:53])([CH3:54])[CH3:55])=[O:50])[C@@H:42]([C:40]([O:39][CH3:38])=[O:41])[CH2:47]4)[N:3]=3)=[CH:9][CH:10]=2)[CH:18]=[N:17][N:16]=[N:15]1, predict the reactants needed to synthesize it.